This data is from Catalyst prediction with 721,799 reactions and 888 catalyst types from USPTO. The task is: Predict which catalyst facilitates the given reaction. Reactant: [CH:1]1[C:13]2[N:12]([C:14]3[C:19]([C:20]([O:22][CH3:23])=[O:21])=[CH:18][N:17]=[CH:16][CH:15]=3)[C:11]3[C:6](=[CH:7][CH:8]=[CH:9][CH:10]=3)[C:5]=2[CH:4]=[CH:3][CH:2]=1.[Br:24]N1C(=O)CCC1=O.O. Product: [Br:24][C:3]1[CH:2]=[CH:1][C:13]2[N:12]([C:14]3[C:19]([C:20]([O:22][CH3:23])=[O:21])=[CH:18][N:17]=[CH:16][CH:15]=3)[C:11]3[C:6]([C:5]=2[CH:4]=1)=[CH:7][CH:8]=[CH:9][CH:10]=3. The catalyst class is: 3.